This data is from Reaction yield outcomes from USPTO patents with 853,638 reactions. The task is: Predict the reaction yield, written as a fraction of the theoretical maximum amount of product (1.0 means a 100% yield; for example, 0.34 means a 34% yield). (1) The reactants are [NH2:1][C:2]1[CH:3]=[CH:4][C:5]([CH2:8][OH:9])=[N:6][CH:7]=1.N1C=CC=CC=1.Cl[C:17]([O:19][C:20]1[CH:25]=[CH:24][CH:23]=[CH:22][CH:21]=1)=[O:18]. The catalyst is C(#N)C.O1CCCC1. The product is [OH:9][CH2:8][C:5]1[N:6]=[CH:7][C:2]([NH:1][C:17](=[O:18])[O:19][C:20]2[CH:25]=[CH:24][CH:23]=[CH:22][CH:21]=2)=[CH:3][CH:4]=1. The yield is 0.820. (2) The reactants are [CH3:1][C:2]1[C:6]([CH3:7])=[C:5]([NH2:8])[N:4]([C:9]2[CH:14]=[CH:13][CH:12]=[CH:11][CH:10]=2)[N:3]=1.[OH-].[Na+].Cl[C:18]([O:20][C:21]1[CH:26]=[CH:25][CH:24]=[CH:23][CH:22]=1)=[O:19]. The catalyst is CCOC(C)=O.O. The product is [CH3:1][C:2]1[C:6]([CH3:7])=[C:5]([NH:8][C:18](=[O:19])[O:20][C:21]2[CH:26]=[CH:25][CH:24]=[CH:23][CH:22]=2)[N:4]([C:9]2[CH:14]=[CH:13][CH:12]=[CH:11][CH:10]=2)[N:3]=1. The yield is 0.620. (3) The reactants are C[N:2]([CH:4]=[N:5][C:6](=[O:18])[C:7]1[CH:12]=[C:11]([CH2:13][CH3:14])[C:10]([O:15][CH3:16])=[N:9][C:8]=1[CH3:17])C.Cl.NO.[OH-].[Na+].C(O)(=O)C. The catalyst is O1CCOCC1.O. The product is [CH2:13]([C:11]1[C:10]([O:15][CH3:16])=[N:9][C:8]([CH3:17])=[C:7]([C:6]2[O:18][N:2]=[CH:4][N:5]=2)[CH:12]=1)[CH3:14]. The yield is 0.560. (4) The reactants are [F:1][C:2]1[CH:21]=[CH:20][C:5]([NH:6][C:7]([N:9]2[CH2:14][CH2:13][NH:12][CH:11]([C:15]([O:17][CH2:18][CH3:19])=[O:16])[CH2:10]2)=[O:8])=[CH:4][CH:3]=1.[CH2:22]([O:26][C:27]1[CH:32]=[CH:31][C:30]([S:33](Cl)(=[O:35])=[O:34])=[CH:29][CH:28]=1)[C:23]#[C:24][CH3:25]. No catalyst specified. The product is [CH2:22]([O:26][C:27]1[CH:32]=[CH:31][C:30]([S:33]([N:12]2[CH2:13][CH2:14][N:9]([C:7]([NH:6][C:5]3[CH:4]=[CH:3][C:2]([F:1])=[CH:21][CH:20]=3)=[O:8])[CH2:10][CH:11]2[C:15]([O:17][CH2:18][CH3:19])=[O:16])(=[O:35])=[O:34])=[CH:29][CH:28]=1)[C:23]#[C:24][CH3:25]. The yield is 0.700. (5) The reactants are [CH3:1][C:2]1[O:6][N:5]=[C:4]([C:7]2[CH:12]=[CH:11][CH:10]=[CH:9][CH:8]=2)[C:3]=1[CH2:13][O:14][C:15]1[CH:23]=[CH:22][C:18]([C:19]([OH:21])=O)=[CH:17][N:16]=1.[C:24]([NH2:28])([CH3:27])([CH3:26])[CH3:25]. No catalyst specified. The product is [C:24]([NH:28][C:19](=[O:21])[C:18]1[CH:22]=[CH:23][C:15]([O:14][CH2:13][C:3]2[C:4]([C:7]3[CH:8]=[CH:9][CH:10]=[CH:11][CH:12]=3)=[N:5][O:6][C:2]=2[CH3:1])=[N:16][CH:17]=1)([CH3:27])([CH3:26])[CH3:25]. The yield is 0.760. (6) No catalyst specified. The product is [CH:10]1([NH:6][C:5]2[CH:7]=[CH:8][C:2]([F:1])=[CH:3][C:4]=2[I:9])[CH2:14][CH2:13][CH2:12][CH2:11]1. The reactants are [F:1][C:2]1[CH:8]=[CH:7][C:5]([NH2:6])=[C:4]([I:9])[CH:3]=1.[C:10]1(=O)[CH2:14][CH2:13][CH2:12][CH2:11]1. The yield is 0.270.